From a dataset of Peptide-MHC class II binding affinity with 134,281 pairs from IEDB. Regression. Given a peptide amino acid sequence and an MHC pseudo amino acid sequence, predict their binding affinity value. This is MHC class II binding data. The peptide sequence is YLGFVQDAATYAVTT. The MHC is DRB1_1101 with pseudo-sequence DRB1_1101. The binding affinity (normalized) is 0.379.